Dataset: Reaction yield outcomes from USPTO patents with 853,638 reactions. Task: Predict the reaction yield, written as a fraction of the theoretical maximum amount of product (1.0 means a 100% yield; for example, 0.34 means a 34% yield). The reactants are C[O:2][C:3]([C:5]1[C:6]([O:23][CH2:24][C:25]2[C:30]([F:31])=[CH:29][C:28]([Br:32])=[CH:27][C:26]=2[F:33])=[N:7][S:8][C:9]=1[NH:10][C:11]([NH:13][CH2:14][CH2:15][CH2:16][CH2:17][N:18]1[CH2:22][CH2:21][CH2:20][CH2:19]1)=[O:12])=O.[NH3:34]. The catalyst is CO.O1CCCC1. The product is [Br:32][C:28]1[CH:29]=[C:30]([F:31])[C:25]([CH2:24][O:23][C:6]2[C:5]([C:3]([NH2:34])=[O:2])=[C:9]([NH:10][C:11]([NH:13][CH2:14][CH2:15][CH2:16][CH2:17][N:18]3[CH2:22][CH2:21][CH2:20][CH2:19]3)=[O:12])[S:8][N:7]=2)=[C:26]([F:33])[CH:27]=1. The yield is 0.760.